From a dataset of Reaction yield outcomes from USPTO patents with 853,638 reactions. Predict the reaction yield, written as a fraction of the theoretical maximum amount of product (1.0 means a 100% yield; for example, 0.34 means a 34% yield). (1) The reactants are [F:1][C:2]1[CH:7]=[C:6](I)[CH:5]=[CH:4][C:3]=1[NH:9][S:10]([CH3:13])(=[O:12])=[O:11].[C:14]([Zn]C#N)#[N:15]. The catalyst is CN(C=O)C.C1C=CC([P]([Pd]([P](C2C=CC=CC=2)(C2C=CC=CC=2)C2C=CC=CC=2)([P](C2C=CC=CC=2)(C2C=CC=CC=2)C2C=CC=CC=2)[P](C2C=CC=CC=2)(C2C=CC=CC=2)C2C=CC=CC=2)(C2C=CC=CC=2)C2C=CC=CC=2)=CC=1. The product is [C:14]([C:6]1[CH:5]=[CH:4][C:3]([NH:9][S:10]([CH3:13])(=[O:12])=[O:11])=[C:2]([F:1])[CH:7]=1)#[N:15]. The yield is 0.990. (2) The reactants are C(OC([NH:8][CH2:9][C@H:10]([N:15]1[CH2:20][CH2:19][N:18]([CH2:21][CH3:22])[CH2:17][CH2:16]1)[C:11]([O:13][CH3:14])=[O:12])=O)(C)(C)C.[ClH:23]. The catalyst is CO. The product is [ClH:23].[ClH:23].[ClH:23].[NH2:8][CH2:9][C@H:10]([N:15]1[CH2:16][CH2:17][N:18]([CH2:21][CH3:22])[CH2:19][CH2:20]1)[C:11]([O:13][CH3:14])=[O:12]. The yield is 0.540. (3) The reactants are [Cl:1][C:2]1[CH:10]=[C:9]2[C:5]([C:6]([C:11]([O:13]C)=[O:12])=[CH:7][NH:8]2)=[CH:4][C:3]=1[C:15]1[CH:20]=[CH:19][C:18]([O:21][C@H:22]2[CH2:27][CH2:26][CH2:25][CH2:24][C@@H:23]2[OH:28])=[CH:17][CH:16]=1.[OH-].[Na+]. The catalyst is CO. The product is [Cl:1][C:2]1[CH:10]=[C:9]2[C:5]([C:6]([C:11]([OH:13])=[O:12])=[CH:7][NH:8]2)=[CH:4][C:3]=1[C:15]1[CH:16]=[CH:17][C:18]([O:21][C@H:22]2[CH2:27][CH2:26][CH2:25][CH2:24][C@@H:23]2[OH:28])=[CH:19][CH:20]=1. The yield is 0.160.